From a dataset of Full USPTO retrosynthesis dataset with 1.9M reactions from patents (1976-2016). Predict the reactants needed to synthesize the given product. (1) Given the product [C:1]([O:5][C:6](=[O:35])[NH:7][C@H:8]1[CH2:12][CH2:11][N:10]([C@H:13]2[CH2:18][CH2:17][C@@H:16]([NH2:19])[CH2:15][C@H:14]2[CH2:22][S:23]([C:26]2[CH:31]=[CH:30][C:29]([S:32][CH3:33])=[CH:28][CH:27]=2)(=[O:25])=[O:24])[C:9]1=[O:34])([CH3:4])([CH3:2])[CH3:3], predict the reactants needed to synthesize it. The reactants are: [C:1]([O:5][C:6](=[O:35])[NH:7][C@H:8]1[CH2:12][CH2:11][N:10]([C@H:13]2[CH2:18][CH2:17][C@@H:16]([N:19]=[N+]=[N-])[CH2:15][C@H:14]2[CH2:22][S:23]([C:26]2[CH:31]=[CH:30][C:29]([S:32][CH3:33])=[CH:28][CH:27]=2)(=[O:25])=[O:24])[C:9]1=[O:34])([CH3:4])([CH3:3])[CH3:2].[H][H]. (2) Given the product [CH3:1][O:2][C:3](=[O:18])[CH:4]([C:11]1[CH:16]=[CH:15][C:14]([C:21]#[C:20][CH2:19][O:22][CH3:23])=[CH:13][CH:12]=1)[CH2:5][CH:6]1[CH2:10][CH2:9][CH2:8][CH2:7]1, predict the reactants needed to synthesize it. The reactants are: [CH3:1][O:2][C:3](=[O:18])[CH:4]([C:11]1[CH:16]=[CH:15][C:14](I)=[CH:13][CH:12]=1)[CH2:5][CH:6]1[CH2:10][CH2:9][CH2:8][CH2:7]1.[CH2:19]([O:22][CH3:23])[C:20]#[CH:21]. (3) Given the product [O:44]1[C:45]2[CH:51]=[CH:50][CH:49]=[CH:48][C:46]=2[N:47]=[C:43]1[C:41]([CH:40]([C@@:9]([CH2:13][S:14]([CH2:17][C:18]1[CH:23]=[CH:22][CH:21]=[CH:20][CH:19]=1)(=[O:16])=[O:15])([CH2:8][C:7]([N:1]1[CH2:2][CH2:3][O:4][CH2:5][CH2:6]1)=[O:24])[C:10]([NH2:35])=[O:12])[CH2:52][CH3:53])=[O:42], predict the reactants needed to synthesize it. The reactants are: [N:1]1([C:7](=[O:24])[CH2:8][CH:9]([CH2:13][S:14]([CH2:17][C:18]2[CH:23]=[CH:22][CH:21]=[CH:20][CH:19]=2)(=[O:16])=[O:15])[C:10]([OH:12])=O)[CH2:6][CH2:5][O:4][CH2:3][CH2:2]1.C(Cl)CCl.C1C=CC2N(O)N=[N:35]C=2C=1.N[C@@H:40]([CH2:52][CH3:53])[CH:41]([C:43]1[O:44][C:45]2[CH:51]=[CH:50][CH:49]=[CH:48][C:46]=2[N:47]=1)[OH:42].CN1CCOCC1.[O-]S([O-])(=S)=O.[Na+].[Na+].